From a dataset of Catalyst prediction with 721,799 reactions and 888 catalyst types from USPTO. Predict which catalyst facilitates the given reaction. Reactant: [NH2:1][C@H:2]1[CH2:7][CH2:6][CH2:5][CH2:4][C@H:3]1[NH:8][C:9]1[CH:10]=[C:11]([NH:17][C:18]2[CH:27]=[CH:26][C:25]3[C:24]([CH3:28])=[CH:23][CH2:22][CH2:21][C:20]=3[N:19]=2)[C:12]([C:15]#[N:16])=[N:13][CH:14]=1.C[Si](C)(C)[O-:31].[K+]. Product: [NH2:1][C@H:2]1[CH2:7][CH2:6][CH2:5][CH2:4][C@H:3]1[NH:8][C:9]1[CH:10]=[C:11]([NH:17][C:18]2[CH:27]=[CH:26][C:25]3[C:24]([CH3:28])=[CH:23][CH2:22][CH2:21][C:20]=3[N:19]=2)[C:12]([C:15]([NH2:16])=[O:31])=[N:13][CH:14]=1. The catalyst class is: 12.